From a dataset of Catalyst prediction with 721,799 reactions and 888 catalyst types from USPTO. Predict which catalyst facilitates the given reaction. (1) Reactant: [CH3:1][C:2]1[C:6]([C:7]2[CH:8]=[C:9]3[C:13](=[CH:14][CH:15]=2)[NH:12][C:11](=[O:16])[C:10]3([CH3:23])[C:17]2[CH:22]=[CH:21][CH:20]=[CH:19][CH:18]=2)=[C:5]([CH3:24])[O:4][N:3]=1.[H-].[Na+].[CH3:27]I. Product: [CH3:1][C:2]1[C:6]([C:7]2[CH:8]=[C:9]3[C:13](=[CH:14][CH:15]=2)[N:12]([CH3:27])[C:11](=[O:16])[C:10]3([CH3:23])[C:17]2[CH:18]=[CH:19][CH:20]=[CH:21][CH:22]=2)=[C:5]([CH3:24])[O:4][N:3]=1. The catalyst class is: 1. (2) Reactant: O[C:2]([C:16]1[C:21]2[CH2:22][C:23]([CH3:26])([CH3:25])[O:24][C:20]=2[C:19]([O:27][CH3:28])=[CH:18][CH:17]=1)([C:10]1[CH:15]=[CH:14][CH:13]=[CH:12][CH:11]=1)[CH2:3][C:4]1[CH:9]=[CH:8][N:7]=[CH:6][CH:5]=1.C([SiH](CC)CC)C.[C:36](=O)(O)[O-:37].[Na+]. Product: [CH3:36][O:37][C:19]1([O:27][CH3:28])[C:20]2[O:24][C:23]([CH3:25])([CH3:26])[CH2:22][C:21]=2[C:16]([CH:2]([C:10]2[CH:11]=[CH:12][CH:13]=[CH:14][CH:15]=2)[CH2:3][C:4]2[CH:5]=[CH:6][N:7]=[CH:8][CH:9]=2)=[CH:17][CH2:18]1. The catalyst class is: 2. (3) Product: [Si:25]([O:32][C@H:33]1[C@H:37]2[O:38][CH2:39][CH:40]([CH2:41][CH2:42][OH:43])[C@H:36]2[O:35][CH2:34]1)([C:28]([CH3:31])([CH3:30])[CH3:29])([CH3:27])[CH3:26]. Reactant: C1C=CC(P(C2C=CC=CC=2)C2C=CC=CC=2)=CC=1.C(Br)(Br)(Br)Br.[Si:25]([O:32][C@H:33]1[C@H:37]2[O:38][CH2:39][CH:40]([CH2:41][CH:42]=[O:43])[C@H:36]2[O:35][CH2:34]1)([C:28]([CH3:31])([CH3:30])[CH3:29])([CH3:27])[CH3:26]. The catalyst class is: 2. (4) Reactant: Cl[C:2]1(Cl)[C:5]2([CH2:10][CH2:9][CH2:8][CH2:7][CH2:6]2)[CH2:4][C:3]1=[O:11].O. Product: [CH2:2]1[C:5]2([CH2:10][CH2:9][CH2:8][CH2:7][CH2:6]2)[CH2:4][C:3]1=[O:11]. The catalyst class is: 183. (5) Product: [CH2:5]([N:12]1[CH2:16][CH2:15][C:14]2([CH2:21][CH2:20][C:19]([C:23]3[CH:24]=[N:25][CH:26]=[CH:27][CH:28]=3)=[CH:18][CH2:17]2)[CH2:13]1)[C:6]1[CH:7]=[CH:8][CH:9]=[CH:10][CH:11]=1. Reactant: O=S(Cl)Cl.[CH2:5]([N:12]1[CH2:16][CH2:15][C:14]2([CH2:21][CH2:20][C:19]([C:23]3[CH:24]=[N:25][CH:26]=[CH:27][CH:28]=3)(O)[CH2:18][CH2:17]2)[CH2:13]1)[C:6]1[CH:11]=[CH:10][CH:9]=[CH:8][CH:7]=1.C([O-])(O)=O.[Na+]. The catalyst class is: 17. (6) Reactant: [CH:1]1([N:4]([C:12]2[N:17]3[N:18]=[CH:19][C:20]([CH:21]=[O:22])=[C:16]3[N:15]=[C:14]([C:23]3[CH:27]=[C:26]([CH2:28][OH:29])[S:25][CH:24]=3)[CH:13]=2)C(=O)OC(C)(C)C)[CH2:3][CH2:2]1.[F:30][C:31]([F:36])([F:35])[C:32]([OH:34])=[O:33]. Product: [F:30][C:31]([F:36])([F:35])[C:32]([OH:34])=[O:33].[CH:1]1([NH:4][C:12]2[N:17]3[N:18]=[CH:19][C:20]([CH:21]=[O:22])=[C:16]3[N:15]=[C:14]([C:23]3[CH:27]=[C:26]([CH2:28][OH:29])[S:25][CH:24]=3)[CH:13]=2)[CH2:3][CH2:2]1. The catalyst class is: 4.